This data is from Full USPTO retrosynthesis dataset with 1.9M reactions from patents (1976-2016). The task is: Predict the reactants needed to synthesize the given product. (1) Given the product [OH:57][CH2:56][C@@H:13]1[C@@H:12]([OH:11])[C@H:17]([OH:18])[C@@H:16]([OH:26])[C@H:15]([C:34]2[C:43]3[C:38](=[CH:39][CH:40]=[CH:41][CH:42]=3)[CH:37]=[C:36]([CH2:44][C:45]3[S:49][C:48]4[CH:50]=[CH:51][C:52]([O:54][CH3:55])=[CH:53][C:47]=4[CH:46]=3)[CH:35]=2)[O:14]1, predict the reactants needed to synthesize it. The reactants are: CSC.C([O:11][C@@H:12]1[C@H:17]([O:18]CC2C=CC=CC=2)[C@H:16]([O:26]CC2C=CC=CC=2)[CH:15]([C:34]2[C:43]3[C:38](=[CH:39][CH:40]=[CH:41][CH:42]=3)[CH:37]=[C:36]([CH2:44][C:45]3[S:49][C:48]4[CH:50]=[CH:51][C:52]([O:54][CH3:55])=[CH:53][C:47]=4[CH:46]=3)[CH:35]=2)[O:14][C@@H:13]1[CH2:56][O:57]CC1C=CC=CC=1)C1C=CC=CC=1.C(=O)([O-])O.[Na+]. (2) Given the product [CH3:5][CH:4]([O:6][C:7]1[N:12]=[CH:11][C:10]([C:13]2[O:17][N:16]=[C:15]([C:18]3[CH:19]=[C:20]4[C:24](=[CH:25][CH:26]=3)[NH:23][C:22]([CH2:27][CH2:28][C:29]([OH:31])=[O:30])=[CH:21]4)[N:14]=2)=[CH:9][C:8]=1[O:34][CH3:35])[CH3:3], predict the reactants needed to synthesize it. The reactants are: [OH-].[Na+].[CH3:3][CH:4]([O:6][C:7]1[N:12]=[CH:11][C:10]([C:13]2[O:17][N:16]=[C:15]([C:18]3[CH:19]=[C:20]4[C:24](=[CH:25][CH:26]=3)[NH:23][C:22]([CH2:27][CH2:28][C:29]([O:31]CC)=[O:30])=[CH:21]4)[N:14]=2)=[CH:9][C:8]=1[O:34][CH3:35])[CH3:5].Cl.